From a dataset of Full USPTO retrosynthesis dataset with 1.9M reactions from patents (1976-2016). Predict the reactants needed to synthesize the given product. (1) Given the product [Cl:1][C:2]1[CH:3]=[C:4]([CH:29]=[CH:30][CH:31]=1)[CH2:5][N:6]1[C:10]2[CH:11]=[CH:12][C:13]3[N:14]([C:15]([CH3:18])=[N:16][N:17]=3)[C:9]=2[CH:8]=[C:7]1[C:19]1[CH:23]=[CH:22][N:21]([CH2:24][CH2:25][C:26]([N:35]([CH3:36])[CH3:32])=[O:28])[N:20]=1, predict the reactants needed to synthesize it. The reactants are: [Cl:1][C:2]1[CH:3]=[C:4]([CH:29]=[CH:30][CH:31]=1)[CH2:5][N:6]1[C:10]2[CH:11]=[CH:12][C:13]3[N:14]([C:15]([CH3:18])=[N:16][N:17]=3)[C:9]=2[CH:8]=[C:7]1[C:19]1[CH:23]=[CH:22][N:21]([CH2:24][CH2:25][C:26]([OH:28])=O)[N:20]=1.[CH:32]([N:35](CC)[CH:36](C)C)(C)C.F[P-](F)(F)(F)(F)F.C[N+](C)=C(N(C)C)ON1C2N=CC=CC=2N=N1.CNC.C1COCC1. (2) Given the product [CH3:1][C:2]1[CH:7]=[C:6]([CH3:8])[NH:5][C:4](=[O:9])[C:3]=1[CH2:10][NH:11][C:12]([C:14]1[C:19]([CH3:20])=[C:18]([C:21]2[N:25]([CH3:26])[N:24]=[CH:23][CH:22]=2)[N:17]=[C:16]([O:38][CH2:36][CH3:35])[N:15]=1)=[O:13], predict the reactants needed to synthesize it. The reactants are: [CH3:1][C:2]1[CH:7]=[C:6]([CH3:8])[NH:5][C:4](=[O:9])[C:3]=1[CH2:10][NH:11][C:12]([C:14]1[C:19]([CH3:20])=[C:18]([C:21]2[N:25]([CH3:26])[N:24]=[CH:23][CH:22]=2)[N:17]=[C:16](S(C)=O)[N:15]=1)=[O:13].CN(C=O)C.[CH3:35][C:36](C)([O-:38])C.[K+].C(O)(=O)C. (3) Given the product [I:25][CH2:39][CH2:38][CH2:37][CH2:36][S:33]([C:27]1[CH:32]=[CH:31][CH:30]=[CH:29][CH:28]=1)(=[O:35])=[O:34], predict the reactants needed to synthesize it. The reactants are: N1C=CN=C1.C1C=CC(P(C2C=CC=CC=2)C2C=CC=CC=2)=CC=1.[I:25]I.[C:27]1([S:33]([CH2:36][CH2:37][CH2:38][CH2:39]O)(=[O:35])=[O:34])[CH:32]=[CH:31][CH:30]=[CH:29][CH:28]=1. (4) Given the product [CH2:1]([O:3][C:4](=[O:31])[C:5]([O:8][C:9]1[CH:10]=[CH:11][C:12]([O:15][CH2:16][CH2:17][C:18]2[N:19]=[C:20]([C:24]3[CH:29]=[CH:28][C:27]([O:30][CH3:32])=[CH:26][CH:25]=3)[O:21][C:22]=2[CH3:23])=[CH:13][CH:14]=1)([CH3:7])[CH3:6])[CH3:2], predict the reactants needed to synthesize it. The reactants are: [CH2:1]([O:3][C:4](=[O:31])[C:5]([O:8][C:9]1[CH:14]=[CH:13][C:12]([O:15][CH2:16][CH2:17][C:18]2[N:19]=[C:20]([C:24]3[CH:29]=[CH:28][C:27]([OH:30])=[CH:26][CH:25]=3)[O:21][C:22]=2[CH3:23])=[CH:11][CH:10]=1)([CH3:7])[CH3:6])[CH3:2].[CH3:32]I.[OH-].[Na+]. (5) Given the product [CH3:14][C:3]1[C:4]([C:10]([F:13])([F:12])[F:11])=[C:5]([CH:8]=[CH:9][C:2]=1[N:40]1[C@@H:36]([CH2:35][O:34][C:15]([C:16]2[CH:21]=[CH:20][CH:19]=[CH:18][CH:17]=2)([C:22]2[CH:23]=[CH:24][CH:25]=[CH:26][CH:27]=2)[C:28]2[CH:33]=[CH:32][CH:31]=[CH:30][CH:29]=2)[CH2:37][CH2:38][C:39]1=[O:41])[C:6]#[N:7], predict the reactants needed to synthesize it. The reactants are: Br[C:2]1[CH:9]=[CH:8][C:5]([C:6]#[N:7])=[C:4]([C:10]([F:13])([F:12])[F:11])[C:3]=1[CH3:14].[C:15]([O:34][CH2:35][C@@H:36]1[NH:40][C:39](=[O:41])[CH2:38][CH2:37]1)([C:28]1[CH:33]=[CH:32][CH:31]=[CH:30][CH:29]=1)([C:22]1[CH:27]=[CH:26][CH:25]=[CH:24][CH:23]=1)[C:16]1[CH:21]=[CH:20][CH:19]=[CH:18][CH:17]=1.C([O-])([O-])=O.[Cs+].[Cs+].CC1(C)C2C(=C(P(C3C=CC=CC=3)C3C=CC=CC=3)C=CC=2)OC2C(P(C3C=CC=CC=3)C3C=CC=CC=3)=CC=CC1=2. (6) Given the product [Br:1][C:2]1[CH:7]=[C:6]2[C:5](=[CH:4][CH:3]=1)[NH:8][C@@H:9]([CH3:20])[CH2:10][C@H:11]2[NH:13][C:14](=[O:19])[O:15][CH:16]([CH3:18])[CH3:17], predict the reactants needed to synthesize it. The reactants are: [Br:1][C:2]1[CH:7]=[CH:6][C:5]([NH:8][C@@H:9]([CH3:20])[CH2:10][C:11]([NH:13][C:14](=[O:19])[O:15][CH:16]([CH3:18])[CH3:17])=O)=[CH:4][CH:3]=1.[BH4-].[Na+].O.O.O.O.O.O.[Cl-].[Mg+2].[Cl-].C(O)(=O)CC(CC(O)=O)(C(O)=O)O.Cl.